Dataset: Catalyst prediction with 721,799 reactions and 888 catalyst types from USPTO. Task: Predict which catalyst facilitates the given reaction. (1) Reactant: [S:1]1[C:5]2[CH2:6][CH2:7][CH2:8][CH2:9][C:4]=2[N:3]=[C:2]1[C:10]1[C:14]([C:15]([O:17]CC)=[O:16])=[CH:13][N:12]([CH2:20][O:21][CH2:22][CH2:23][Si:24]([CH3:27])([CH3:26])[CH3:25])[N:11]=1.[OH-].[Na+].Cl. Product: [S:1]1[C:5]2[CH2:6][CH2:7][CH2:8][CH2:9][C:4]=2[N:3]=[C:2]1[C:10]1[C:14]([C:15]([OH:17])=[O:16])=[CH:13][N:12]([CH2:20][O:21][CH2:22][CH2:23][Si:24]([CH3:27])([CH3:26])[CH3:25])[N:11]=1. The catalyst class is: 708. (2) Reactant: [Cl:1][C:2]1[CH:7]=[CH:6][C:5]([NH:8][C:9](=[O:19])[CH2:10][C:11]2[CH:16]=[CH:15][C:14]([OH:17])=[C:13]([CH3:18])[CH:12]=2)=[CH:4][C:3]=1[C:20]([F:23])([F:22])[F:21].CC(C)([O-])C.[K+].[CH3:30][NH:31][C:32]([C:34]1[CH:39]=[C:38](Cl)[CH:37]=[CH:36][N:35]=1)=[O:33].C(=O)([O-])[O-].[K+].[K+]. Product: [CH3:30][NH:31][C:32]([C:34]1[CH:39]=[C:38]([O:17][C:14]2[CH:15]=[CH:16][C:11]([CH2:10][C:9](=[O:19])[NH:8][C:5]3[CH:6]=[CH:7][C:2]([Cl:1])=[C:3]([C:20]([F:21])([F:22])[F:23])[CH:4]=3)=[CH:12][C:13]=2[CH3:18])[CH:37]=[CH:36][N:35]=1)=[O:33]. The catalyst class is: 3. (3) Reactant: [N:1]1[C:9]2[C:4](=[N:5][CH:6]=[CH:7][CH:8]=2)[N:3]([C:10]2[CH:15]=[CH:14][C:13]([CH2:16][C:17]([OH:19])=O)=[C:12]([CH3:20])[CH:11]=2)[CH:2]=1.[CH:21]([N:24]1[CH2:29][CH2:28][N:27]([CH2:30][C:31]2[CH:36]=[CH:35][C:34]([NH2:37])=[CH:33][C:32]=2[C:38]([F:41])([F:40])[F:39])[CH2:26][CH2:25]1)([CH3:23])[CH3:22]. Product: [N:1]1[C:9]2[C:4](=[N:5][CH:6]=[CH:7][CH:8]=2)[N:3]([C:10]2[CH:15]=[CH:14][C:13]([CH2:16][C:17]([NH:37][C:34]3[CH:35]=[CH:36][C:31]([CH2:30][N:27]4[CH2:26][CH2:25][N:24]([CH:21]([CH3:23])[CH3:22])[CH2:29][CH2:28]4)=[C:32]([C:38]([F:41])([F:40])[F:39])[CH:33]=3)=[O:19])=[C:12]([CH3:20])[CH:11]=2)[CH:2]=1. The catalyst class is: 61.